From a dataset of Catalyst prediction with 721,799 reactions and 888 catalyst types from USPTO. Predict which catalyst facilitates the given reaction. (1) Reactant: [NH2:1][C:2]1[NH:6][N:5]=[C:4]([CH3:7])[C:3]=1[C:8]#[N:9].CN(C)[CH:12]=[CH:13][C:14]([C:16]1[CH:17]=[CH:18][C:19]([F:27])=[C:20]([N:22]([CH3:26])[C:23](=[O:25])[CH3:24])[CH:21]=1)=O.C(OCC)(=O)C. Product: [F:27][C:19]1[CH:18]=[CH:17][C:16]([C:14]2[N:6]3[N:5]=[C:4]([CH3:7])[C:3]([C:8]#[N:9])=[C:2]3[N:1]=[CH:12][CH:13]=2)=[CH:21][C:20]=1[N:22]([CH3:26])[C:23](=[O:25])[CH3:24]. The catalyst class is: 15. (2) Reactant: C([O:3][C:4](=[O:30])[C:5]([CH3:29])([CH3:28])[CH2:6][CH2:7][CH2:8][CH2:9][CH2:10][CH:11]([C:21]1[CH:26]=[CH:25][CH:24]=[CH:23][C:22]=1[Cl:27])[N:12]1[CH2:17][CH2:16][C:15]2[NH:18][CH:19]=[CH:20][C:14]=2[CH2:13]1)C.C(O)C.[OH-].[Na+]. Product: [Cl:27][C:22]1[CH:23]=[CH:24][CH:25]=[CH:26][C:21]=1[CH:11]([N:12]1[CH2:17][CH2:16][C:15]2[NH:18][CH:19]=[CH:20][C:14]=2[CH2:13]1)[CH2:10][CH2:9][CH2:8][CH2:7][CH2:6][C:5]([CH3:29])([CH3:28])[C:4]([OH:30])=[O:3]. The catalyst class is: 6. (3) Reactant: CO.[CH3:3][O:4][C:5]1[CH:6]=[C:7](/[CH:11]=[CH:12]/[C:13]2[CH:25]=[CH:24][C:16]([C:17]([O:19][C:20]([CH3:23])([CH3:22])[CH3:21])=[O:18])=[C:15]([N+:26]([O-])=O)[CH:14]=2)[CH:8]=[CH:9][CH:10]=1. Product: [NH2:26][C:15]1[CH:14]=[C:13](/[CH:12]=[CH:11]/[C:7]2[CH:8]=[CH:9][CH:10]=[C:5]([O:4][CH3:3])[CH:6]=2)[CH:25]=[CH:24][C:16]=1[C:17]([O:19][C:20]([CH3:23])([CH3:22])[CH3:21])=[O:18]. The catalyst class is: 770. (4) Reactant: [CH3:1][O:2][C:3]1[CH:4]=[C:5]([N:11]2[C:16](=[O:17])[CH:15]=[C:14](O)[C:13]([C:19]([NH2:21])=O)=[N:12]2)[CH:6]=[CH:7][C:8]=1[O:9][CH3:10].P(Cl)(Cl)([Cl:24])=O. Product: [Cl:24][C:14]1[C:13]([C:19]#[N:21])=[N:12][N:11]([C:5]2[CH:6]=[CH:7][C:8]([O:9][CH3:10])=[C:3]([O:2][CH3:1])[CH:4]=2)[C:16](=[O:17])[CH:15]=1. The catalyst class is: 23. (5) Reactant: Br[C:2]1[CH:3]=[CH:4][C:5]([F:9])=[C:6]([CH:8]=1)[NH2:7].[CH:10]1(B(O)O)[CH2:12][CH2:11]1.C(=O)([O-])[O-].[Cs+].[Cs+].CCOC(C)=O. Product: [CH:10]1([C:2]2[CH:3]=[CH:4][C:5]([F:9])=[C:6]([CH:8]=2)[NH2:7])[CH2:12][CH2:11]1. The catalyst class is: 70. (6) Reactant: [H-].[Na+].[Cl:3][C:4]1[CH:9]=[CH:8][CH:7]=[C:6]([F:10])[C:5]=1[C:11]1[N:15]=[C:14]([CH3:16])[N:13]([C:17]2[CH:22]=[CH:21][C:20]([CH2:23][OH:24])=[CH:19][CH:18]=2)[N:12]=1.[Cl:25][C:26]1[C:27](S(C)(=O)=O)=[N:28][CH:29]=[C:30]([C:32]([F:35])([F:34])[F:33])[CH:31]=1.O. Product: [Cl:3][C:4]1[CH:9]=[CH:8][CH:7]=[C:6]([F:10])[C:5]=1[C:11]1[N:15]=[C:14]([CH3:16])[N:13]([C:17]2[CH:22]=[CH:21][C:20]([CH2:23][O:24][C:27]3[C:26]([Cl:25])=[CH:31][C:30]([C:32]([F:35])([F:33])[F:34])=[CH:29][N:28]=3)=[CH:19][CH:18]=2)[N:12]=1. The catalyst class is: 3. (7) Reactant: [O:1]1[CH2:6][CH2:5][N:4]([CH2:7][C:8]2[N:13]=[CH:12][C:11]([NH:14]C(=O)OC(C)(C)C)=[CH:10][CH:9]=2)[CH2:3][CH2:2]1.C(O)(C(F)(F)F)=O. Product: [O:1]1[CH2:6][CH2:5][N:4]([CH2:7][C:8]2[N:13]=[CH:12][C:11]([NH2:14])=[CH:10][CH:9]=2)[CH2:3][CH2:2]1. The catalyst class is: 4.